Dataset: Reaction yield outcomes from USPTO patents with 853,638 reactions. Task: Predict the reaction yield, written as a fraction of the theoretical maximum amount of product (1.0 means a 100% yield; for example, 0.34 means a 34% yield). The reactants are [N+:1]([C:4]1[CH:5]=[C:6]([NH2:13])[C:7](=[CH:11][CH:12]=1)[C:8]([OH:10])=O)([O-:3])=[O:2].O=S(Cl)Cl.[Cl:18][C:19]1[CH:25]=[CH:24][CH:23]=[CH:22][C:20]=1[NH2:21].C(Cl)(Cl)Cl. The catalyst is C1C=CC=CC=1. The product is [NH2:13][C:6]1[CH:5]=[C:4]([N+:1]([O-:3])=[O:2])[CH:12]=[CH:11][C:7]=1[C:8]([NH:21][C:20]1[CH:22]=[CH:23][CH:24]=[CH:25][C:19]=1[Cl:18])=[O:10]. The yield is 0.310.